This data is from Full USPTO retrosynthesis dataset with 1.9M reactions from patents (1976-2016). The task is: Predict the reactants needed to synthesize the given product. (1) Given the product [NH2:4][C:5]1[C:14]([N+:15]([O-:17])=[O:16])=[CH:13][C:8]([C:9]([O:11][CH2:12][CH3:21])=[O:10])=[C:7]([O:18][CH3:19])[CH:6]=1, predict the reactants needed to synthesize it. The reactants are: C([NH:4][C:5]1[C:14]([N+:15]([O-:17])=[O:16])=[CH:13][C:8]([C:9]([O:11][CH3:12])=[O:10])=[C:7]([O:18][CH3:19])[CH:6]=1)(=O)C.Cl.[CH2:21](O)C. (2) The reactants are: [CH3:1][N:2]1[C:6]([CH3:7])=[C:5]([CH2:8][N:9]2[CH2:14][CH2:13][N:12]([C:15]3[C:20]([C:21]4[CH:26]=[CH:25][C:24]([CH2:27]O)=[CH:23][CH:22]=4)=[N:19][CH:18]=[CH:17][N:16]=3)[CH2:11][CH2:10]2)[CH:4]=[N:3]1.S(Cl)([Cl:31])=O. Given the product [ClH:31].[ClH:31].[Cl:31][CH2:27][C:24]1[CH:25]=[CH:26][C:21]([C:20]2[C:15]([N:12]3[CH2:13][CH2:14][N:9]([CH2:8][C:5]4[CH:4]=[N:3][N:2]([CH3:1])[C:6]=4[CH3:7])[CH2:10][CH2:11]3)=[N:16][CH:17]=[CH:18][N:19]=2)=[CH:22][CH:23]=1, predict the reactants needed to synthesize it.